From a dataset of Forward reaction prediction with 1.9M reactions from USPTO patents (1976-2016). Predict the product of the given reaction. (1) Given the reactants [CH:1]1[C:10]2[C:5](=[CH:6][CH:7]=[CH:8][CH:9]=2)[CH:4]=[CH:3][C:2]=1[C:11]1([CH2:16][C:17]#[N:18])[CH2:15][CH2:14][CH2:13][CH2:12]1.Cl.[Cl:20]C1C=CC(Cl)=CC=1C1(CC(N)=[NH:35])CCCC1, predict the reaction product. The product is: [ClH:20].[CH:1]1[C:10]2[C:5](=[CH:6][CH:7]=[CH:8][CH:9]=2)[CH:4]=[CH:3][C:2]=1[C:11]1([CH2:16][C:17]([NH2:35])=[NH:18])[CH2:15][CH2:14][CH2:13][CH2:12]1. (2) The product is: [NH:1]1[C:5]2=[N:1][CH:5]=[CH:4][CH:3]=[C:4]2[C:3]([C:10]([OH:12])=[O:11])=[N:2]1. Given the reactants [NH:1]1[C:5]2C=CC=N[C:4]=2[C:3]([C:10]([O:12]C(C)(C)C)=[O:11])=[N:2]1, predict the reaction product.